Dataset: Catalyst prediction with 721,799 reactions and 888 catalyst types from USPTO. Task: Predict which catalyst facilitates the given reaction. (1) Reactant: [CH:1]1([C:7]2([CH2:22][OH:23])[CH2:13][CH:12]3[N:14]([C:15]([O:17][C:18]([CH3:21])([CH3:20])[CH3:19])=[O:16])[CH:9]([CH2:10][CH2:11]3)[CH2:8]2)[CH2:6][CH2:5][CH2:4][CH2:3][CH2:2]1.C(NC(C)C)(C)C.CN(C1C=CC=CN=1)C.[CH3:40][S:41](Cl)(=[O:43])=[O:42]. Product: [CH:1]1([C:7]2([CH2:22][O:23][S:41]([CH3:40])(=[O:43])=[O:42])[CH2:13][CH:12]3[N:14]([C:15]([O:17][C:18]([CH3:19])([CH3:20])[CH3:21])=[O:16])[CH:9]([CH2:10][CH2:11]3)[CH2:8]2)[CH2:2][CH2:3][CH2:4][CH2:5][CH2:6]1. The catalyst class is: 2. (2) Reactant: [CH3:1][C:2]1[CH:3]=[C:4]([CH:18]=[CH:19][C:20]=1[CH3:21])[CH2:5][CH:6]1[C:13]2[CH:12]=[C:11]([C:14]([O:16]C)=[O:15])[NH:10][C:9]=2[CH2:8][CH2:7]1.[OH-].[Li+].CO. Product: [CH3:1][C:2]1[CH:3]=[C:4]([CH:18]=[CH:19][C:20]=1[CH3:21])[CH2:5][CH:6]1[C:13]2[CH:12]=[C:11]([C:14]([OH:16])=[O:15])[NH:10][C:9]=2[CH2:8][CH2:7]1. The catalyst class is: 1. (3) Reactant: [CH3:1][O:2][C:3]1[N:8]=[C:7]([C:9]2[CH:14]=[CH:13][C:12]([CH3:15])=[CH:11][CH:10]=2)[C:6]([N:16]2[CH2:21][CH2:20][N:19](C(OCC)=O)[CH:18]([C:27]3[CH:32]=[CH:31][C:30]([O:33][CH3:34])=[CH:29][CH:28]=3)[CH2:17]2)=[CH:5][CH:4]=1.[OH-].[Na+]. Product: [CH3:1][O:2][C:3]1[N:8]=[C:7]([C:9]2[CH:10]=[CH:11][C:12]([CH3:15])=[CH:13][CH:14]=2)[C:6]([N:16]2[CH2:21][CH2:20][NH:19][CH:18]([C:27]3[CH:28]=[CH:29][C:30]([O:33][CH3:34])=[CH:31][CH:32]=3)[CH2:17]2)=[CH:5][CH:4]=1. The catalyst class is: 8.